This data is from Forward reaction prediction with 1.9M reactions from USPTO patents (1976-2016). The task is: Predict the product of the given reaction. (1) Given the reactants [CH3:1][O:2][C:3](=[O:14])[C:4]1[C:9]([Cl:10])=[CH:8][C:7]([C:11]#[N:12])=[CH:6][C:5]=1[Cl:13].[N:15]([Sn](CCCC)(CCCC)CCCC)=[N+:16]=[N-:17], predict the reaction product. The product is: [CH3:1][O:2][C:3](=[O:14])[C:4]1[C:5]([Cl:13])=[CH:6][C:7]([C:11]2[NH:17][N:16]=[N:15][N:12]=2)=[CH:8][C:9]=1[Cl:10]. (2) Given the reactants [NH2:1][C@H:2]([CH2:21][C:22]1[CH:27]=[CH:26][C:25]([Cl:28])=[CH:24][CH:23]=1)[C:3]([N:5]1[CH2:10][CH2:9][C:8]([CH2:17][N:18]=[N+]=[N-])([CH:11]2[CH2:16][CH2:15][CH2:14][CH2:13][CH2:12]2)[CH2:7][CH2:6]1)=[O:4].N1C=CC=CC=1, predict the reaction product. The product is: [NH2:1][C@H:2]([CH2:21][C:22]1[CH:27]=[CH:26][C:25]([Cl:28])=[CH:24][CH:23]=1)[C:3]([N:5]1[CH2:10][CH2:9][C:8]([CH2:17][NH2:18])([CH:11]2[CH2:12][CH2:13][CH2:14][CH2:15][CH2:16]2)[CH2:7][CH2:6]1)=[O:4]. (3) Given the reactants Cl.[CH3:2][C:3]([CH3:45])([CH2:43][CH3:44])[CH2:4][C:5]1[N:6]=[C:7]([CH:16]([NH:41][CH3:42])[CH2:17][C:18]2[CH:23]=[CH:22][C:21]([N:24]3[CH2:29][CH2:28][CH2:27][C:26]4[CH:30]=[N:31][N:32](COCC[Si](C)(C)C)[C:25]3=4)=[CH:20][CH:19]=2)[N:8](S(N(C)C)(=O)=O)[CH:9]=1, predict the reaction product. The product is: [CH3:2][C:3]([CH3:45])([CH2:43][CH3:44])[CH2:4][C:5]1[N:6]=[C:7]([CH:16]([NH:41][CH3:42])[CH2:17][C:18]2[CH:19]=[CH:20][C:21]([N:24]3[CH2:29][CH2:28][CH2:27][C:26]4[CH:30]=[N:31][NH:32][C:25]3=4)=[CH:22][CH:23]=2)[NH:8][CH:9]=1.